From a dataset of Drug-target binding data from BindingDB using IC50 measurements. Regression. Given a target protein amino acid sequence and a drug SMILES string, predict the binding affinity score between them. We predict pIC50 (pIC50 = -log10(IC50 in M); higher means more potent). Dataset: bindingdb_ic50. The compound is CC(NC(=O)C(=O)O)c1cccc2c1CCCC2. The target protein sequence is LIVKKNLGDVVLFDIVKNMPHGKALDTSHTNVMAYSNCKVSGSNTYDDLAGADVVIVTAGFTKAPGKSDKEWNRDDLLPLNNKIMIEIGGHIKKNCPNAFIIVVTNPVDVMVQLLHQHSGVPKNKIIGLGGVLDTSRLKYYISQKLNVCPRDVNAHIVGAHGNKMVLLKRYITVGGIPLQEFINNKLISDAELEAIFDRTVNTALEIVNLHASPYVAPAAAIIEMAESYLKDLKKVLICSTLLEGQYGHSDIFGGTPVVLGANGVEQ. The pIC50 is 3.8.